From a dataset of Reaction yield outcomes from USPTO patents with 853,638 reactions. Predict the reaction yield, written as a fraction of the theoretical maximum amount of product (1.0 means a 100% yield; for example, 0.34 means a 34% yield). (1) The reactants are [CH3:1][O:2][C:3]([C:5]1[CH:10]=[CH:9][C:8]([N:11]=[C:12]=S)=[CH:7][CH:6]=1)=[O:4].[C:14]([O:18][C:19](=[O:45])[NH:20][CH2:21][CH2:22][CH2:23][NH:24][C:25]1[CH:30]=[C:29]([C:31]([N:33]([CH2:39][CH2:40][CH:41]([CH3:43])[CH3:42])[CH2:34][CH2:35][CH:36]([CH3:38])[CH3:37])=[O:32])[CH:28]=[CH:27][C:26]=1[NH2:44])([CH3:17])([CH3:16])[CH3:15]. The catalyst is O1CCCC1. The product is [CH3:42][CH:41]([CH3:43])[CH2:40][CH2:39][N:33]([CH2:34][CH2:35][CH:36]([CH3:38])[CH3:37])[C:31]([C:29]1[CH:28]=[CH:27][C:26]2[N:44]=[C:12]([NH:11][C:8]3[CH:9]=[CH:10][C:5]([C:3]([O:2][CH3:1])=[O:4])=[CH:6][CH:7]=3)[N:24]([CH2:23][CH2:22][CH2:21][NH:20][C:19]([O:18][C:14]([CH3:17])([CH3:15])[CH3:16])=[O:45])[C:25]=2[CH:30]=1)=[O:32]. The yield is 0.600. (2) The reactants are [CH:1]1([C:4]2[O:8][N:7]=[C:6]([C:9]3[C:14]([Cl:15])=[CH:13][CH:12]=[CH:11][C:10]=3[Cl:16])[C:5]=2[CH2:17][O:18][CH:19]2[CH2:24][CH2:23][NH:22][CH2:21][CH2:20]2)[CH2:3][CH2:2]1.[CH3:25][O:26][C:27]([C:29]1[C:37]2[C:32](=[CH:33][C:34](Br)=[CH:35][CH:36]=2)[N:31]([CH3:39])[CH:30]=1)=[O:28].C(=O)([O-])[O-].[K+].[K+].N1CCC[C@H]1C(O)=O. The catalyst is CS(C)=O.[Cu]I. The product is [CH3:25][O:26][C:27]([C:29]1[C:37]2[C:32](=[CH:33][C:34]([N:22]3[CH2:23][CH2:24][CH:19]([O:18][CH2:17][C:5]4[C:6]([C:9]5[C:10]([Cl:16])=[CH:11][CH:12]=[CH:13][C:14]=5[Cl:15])=[N:7][O:8][C:4]=4[CH:1]4[CH2:2][CH2:3]4)[CH2:20][CH2:21]3)=[CH:35][CH:36]=2)[N:31]([CH3:39])[CH:30]=1)=[O:28]. The yield is 0.430.